Predict the product of the given reaction. From a dataset of Forward reaction prediction with 1.9M reactions from USPTO patents (1976-2016). (1) Given the reactants [CH3:1][N:2]([CH2:4][C:5]1[NH:6][C:7](=[O:20])[C:8]2[S:13][C:12]3[CH:14]=[CH:15][C:16]([CH:18]=[CH2:19])=[CH:17][C:11]=3[C:9]=2[N:10]=1)[CH3:3], predict the reaction product. The product is: [CH3:3][N:2]([CH2:4][C:5]1[NH:6][C:7](=[O:20])[C:8]2[S:13][C:12]3[CH:14]=[CH:15][C:16]([CH2:18][CH3:19])=[CH:17][C:11]=3[C:9]=2[N:10]=1)[CH3:1]. (2) Given the reactants [N:1]1([C:11]([C:13]2[CH:17]=[C:16]([CH:18]3[CH2:23][CH2:22][NH:21][CH2:20][CH2:19]3)[S:15][CH:14]=2)=[O:12])[C@@H:10]2[C@@H:5]([CH2:6][CH2:7][CH2:8][CH2:9]2)[CH2:4][CH2:3][CH2:2]1.C(N(CC)CC)C.[CH3:31][S:32](Cl)(=[O:34])=[O:33], predict the reaction product. The product is: [CH3:31][S:32]([N:21]1[CH2:20][CH2:19][CH:18]([C:16]2[S:15][CH:14]=[C:13]([C:11]([N:1]3[C@@H:10]4[C@@H:5]([CH2:6][CH2:7][CH2:8][CH2:9]4)[CH2:4][CH2:3][CH2:2]3)=[O:12])[CH:17]=2)[CH2:23][CH2:22]1)(=[O:34])=[O:33].